Task: Predict the reaction yield, written as a fraction of the theoretical maximum amount of product (1.0 means a 100% yield; for example, 0.34 means a 34% yield).. Dataset: Reaction yield outcomes from USPTO patents with 853,638 reactions (1) The reactants are [OH:1][C:2]1[CH:3]=[C:4]([CH:7]=[CH:8][C:9]=1[O:10][CH3:11])[CH:5]=[O:6].C([O-])([O-])=O.[K+].[K+].Br[CH2:19][CH2:20][F:21]. The catalyst is CN(C=O)C. The product is [F:21][CH2:20][CH2:19][O:1][C:2]1[CH:3]=[C:4]([CH:7]=[CH:8][C:9]=1[O:10][CH3:11])[CH:5]=[O:6]. The yield is 0.970. (2) The reactants are Cl.Cl.[NH2:3][CH2:4][C@@:5]1([OH:13])[CH:10]2[CH2:11][CH2:12][N:7]([CH2:8][CH2:9]2)[CH2:6]1.C([O-])([O-])=O.[Cs+].[Cs+].[N:20]([C:23]1[CH:28]=[C:27]([O:29][CH3:30])[N:26]=[CH:25][N:24]=1)=[C:21]=S.C(N=C=NC(C)C)(C)C. The catalyst is CN(C)C=O. The yield is 0.482. The product is [CH3:30][O:29][C:27]1[N:26]=[CH:25][N:24]=[C:23]([NH:20][C:21]2[O:13][C@:5]3([CH2:4][N:3]=2)[CH:10]2[CH2:9][CH2:8][N:7]([CH2:12][CH2:11]2)[CH2:6]3)[CH:28]=1. (3) The reactants are Cl[C:2]1[N:3]=[CH:4][CH:5]=[C:6]2[CH:10]=[C:9]([CH3:11])[NH:8][C:7]=12.CC1(C)C2C(=C(P(C3C=CC=CC=3)C3C=CC=CC=3)C=CC=2)OC2C(P(C3C=CC=CC=3)C3C=CC=CC=3)=CC=CC1=2.C(=O)([O-])[O-].[Cs+].[Cs+].[CH:60]1([C:63]([NH2:65])=[O:64])[CH2:62][CH2:61]1. The catalyst is C1(C)C=CC=CC=1.O.[Pd].[Pd].C(=CC(C=CC1C=CC=CC=1)=O)C1C=CC=CC=1.C(=CC(C=CC1C=CC=CC=1)=O)C1C=CC=CC=1.C(=CC(C=CC1C=CC=CC=1)=O)C1C=CC=CC=1. The product is [CH3:11][C:9]1[NH:8][C:7]2=[C:2]([NH:65][C:63]([CH:60]3[CH2:62][CH2:61]3)=[O:64])[N:3]=[CH:4][CH:5]=[C:6]2[CH:10]=1. The yield is 0.400. (4) The reactants are [CH3:1][C:2]1[C:23]([CH3:24])=[CH:22][C:5]2[N:6]([CH2:9][C:10]3[CH:21]=[CH:20][C:13]4[N:14]=[C:15]([S:17](C)=O)S[C:12]=4[CH:11]=3)[CH:7]=[N:8][C:4]=2[CH:3]=1.[NH2:25][C@@H:26]1[CH2:31][CH2:30][CH2:29][CH2:28][C@H:27]1[OH:32].CCN(C(C)C)C(C)C.CN1C(=O)CCC1. The catalyst is CCOC(C)=O. The product is [CH3:1][C:2]1[C:23]([CH3:24])=[CH:22][C:5]2[N:6]([CH2:9][C:10]3[CH:11]=[CH:12][C:13]4[N:14]=[C:15]([NH:25][C@@H:26]5[CH2:31][CH2:30][CH2:29][CH2:28][C@H:27]5[OH:32])[S:17][C:20]=4[CH:21]=3)[CH:7]=[N:8][C:4]=2[CH:3]=1. The yield is 0.470. (5) The reactants are [Cl:1][C:2]1[CH:21]=[CH:20][C:5]([O:6][C:7]2[CH:19]=[CH:18][C:10]([O:11][CH2:12][C@H:13]3[CH2:17][CH2:16][CH2:15][NH:14]3)=[CH:9][CH:8]=2)=[CH:4][CH:3]=1.C(N(CC)CC)C.Br[CH2:30][C:31]([O:33][C:34]([CH3:37])([CH3:36])[CH3:35])=[O:32].O.ClCCl. The catalyst is ClCCl. The product is [C:34]([O:33][C:31](=[O:32])[CH2:30][N:14]1[CH2:15][CH2:16][CH2:17][C@@H:13]1[CH2:12][O:11][C:10]1[CH:18]=[CH:19][C:7]([O:6][C:5]2[CH:20]=[CH:21][C:2]([Cl:1])=[CH:3][CH:4]=2)=[CH:8][CH:9]=1)([CH3:37])([CH3:36])[CH3:35]. The yield is 0.750. (6) The reactants are [Na].[CH2:2]([N:9]1[CH2:15][CH:14]([C:16](O)=[O:17])[CH2:13][N:12]([CH2:19][C:20]2[CH:25]=[CH:24][CH:23]=[CH:22][CH:21]=2)[CH2:11][CH2:10]1)[C:3]1[CH:8]=[CH:7][CH:6]=[CH:5][CH:4]=1.[H-].[Al+3].[Li+].[H-].[H-].[H-]. The catalyst is O1CCCC1. The product is [CH2:19]([N:12]1[CH2:13][CH:14]([CH2:16][OH:17])[CH2:15][N:9]([CH2:2][C:3]2[CH:8]=[CH:7][CH:6]=[CH:5][CH:4]=2)[CH2:10][CH2:11]1)[C:20]1[CH:21]=[CH:22][CH:23]=[CH:24][CH:25]=1. The yield is 0.970. (7) The reactants are [C:1]([O:5][C:6](=[O:16])[NH:7][C:8]1[CH:13]=[N:12][C:11]([CH2:14]Br)=[CH:10][N:9]=1)([CH3:4])([CH3:3])[CH3:2].[CH3:17][O:18][CH2:19][CH2:20][NH:21][CH3:22].C([O-])([O-])=O.[K+].[K+]. The catalyst is C(#N)C.CCOCC. The product is [C:1]([O:5][C:6](=[O:16])[NH:7][C:8]1[CH:13]=[N:12][C:11]([CH2:14][N:21]([CH2:20][CH2:19][O:18][CH3:17])[CH3:22])=[CH:10][N:9]=1)([CH3:4])([CH3:3])[CH3:2]. The yield is 0.830.